From a dataset of Forward reaction prediction with 1.9M reactions from USPTO patents (1976-2016). Predict the product of the given reaction. (1) The product is: [C:1]([O:4][CH2:5][CH2:6][N:7]([CH3:24])[C:8](=[O:23])[C@H:9]([O:11][C:12]1[CH:21]=[CH:20][CH:19]=[C:18]2[C:13]=1[C:14]([NH:53][C:52]1[CH:54]=[CH:55][C:56]([O:57][CH2:58][CH:59]3[CH2:64][CH2:63][CH2:62][CH2:61][O:60]3)=[C:50]([CH3:49])[CH:51]=1)=[N:15][CH:16]=[N:17]2)[CH3:10])(=[O:3])[CH3:2]. Given the reactants [C:1]([O:4][CH2:5][CH2:6][N:7]([CH3:24])[C:8](=[O:23])[C@H:9]([O:11][C:12]1[CH:21]=[CH:20][CH:19]=[C:18]2[C:13]=1[C:14](=O)[NH:15][CH:16]=[N:17]2)[CH3:10])(=[O:3])[CH3:2].C1(P(C2C=CC=CC=2)C2C=CC=CC=2)C=CC=CC=1.C(Cl)(Cl)(Cl)Cl.[CH3:49][C:50]1[CH:51]=[C:52]([CH:54]=[CH:55][C:56]=1[O:57][CH2:58][CH:59]1[CH2:64][CH2:63][CH2:62][CH2:61][O:60]1)[NH2:53], predict the reaction product. (2) The product is: [CH3:1][C:2]1[C:3]([CH2:20][CH2:21][N:37]2[CH2:38][CH2:39][CH:34]([C:30]3[CH:29]=[CH:28][CH:27]=[C:26]4[C:31]=3[CH:32]=[CH:33][C:24]([CH3:23])=[N:25]4)[CH2:35][CH2:36]2)=[C:4]2[C:9](=[CH:10][CH:11]=1)[N:8]1[CH:12]=[N:13][C:14]([C:15]([O:17][CH2:18][CH3:19])=[O:16])=[C:7]1[CH:6]=[CH:5]2. Given the reactants [CH3:1][C:2]1[C:3]([CH2:20][CH:21]=O)=[C:4]2[C:9](=[CH:10][CH:11]=1)[N:8]1[CH:12]=[N:13][C:14]([C:15]([O:17][CH2:18][CH3:19])=[O:16])=[C:7]1[CH:6]=[CH:5]2.[CH3:23][C:24]1[CH:33]=[CH:32][C:31]2[C:26](=[CH:27][CH:28]=[CH:29][C:30]=2[CH:34]2[CH2:39][CH2:38][NH:37][CH2:36][CH2:35]2)[N:25]=1.C(O[BH-](OC(=O)C)OC(=O)C)(=O)C.[Na+], predict the reaction product. (3) Given the reactants C(OC(NC[CH2:10][CH2:11][CH2:12][CH2:13][O:14][C:15]1[C:16]([CH2:26][CH:27]=[CH2:28])=[C:17]2[C:22](=[CH:23][CH:24]=1)[C:21](=[O:25])[CH2:20][CH2:19][CH2:18]2)=O)(C)(C)C.[C:29]([O:33][C:34]([NH:36]CCCCO)=[O:35])([CH3:32])([CH3:31])[CH3:30], predict the reaction product. The product is: [C:29]([O:33][C:34]([NH:36][CH2:10][CH2:11][CH2:12][CH2:13][O:14][C:15]1[C:16]([CH2:26][CH:27]=[CH2:28])=[C:17]2[C:22](=[CH:23][CH:24]=1)[C:21](=[O:25])[CH2:20][CH2:19][CH2:18]2)=[O:35])([CH3:32])([CH3:31])[CH3:30]. (4) Given the reactants [Br:1][C:2]1[C:3]([NH:10][C:11]2[CH2:12][N:13]([CH2:17][C:18]3[CH:23]=[CH:22][C:21]([O:24][CH3:25])=[C:20]([O:26][CH3:27])[CH:19]=3)[C:14](=[O:16])[CH:15]=2)=[C:4]([CH:7]=[CH:8][CH:9]=1)[C:5]#[N:6].CC(C)([O-])C.[Na+], predict the reaction product. The product is: [NH2:6][C:5]1[C:4]2[CH:7]=[CH:8][CH:9]=[C:2]([Br:1])[C:3]=2[N:10]=[C:11]2[CH2:12][N:13]([CH2:17][C:18]3[CH:23]=[CH:22][C:21]([O:24][CH3:25])=[C:20]([O:26][CH3:27])[CH:19]=3)[C:14](=[O:16])[C:15]=12.